From a dataset of Forward reaction prediction with 1.9M reactions from USPTO patents (1976-2016). Predict the product of the given reaction. (1) Given the reactants [NH:1]1[C:9]2[C:4](=[CH:5][C:6]([CH:10]=O)=[CH:7][CH:8]=2)[CH:3]=[CH:2]1.[CH3:12][O:13][C:14]1[CH:19]=[C:18]([NH2:20])[CH:17]=[CH:16][N:15]=1, predict the reaction product. The product is: [NH:1]1[C:9]2[C:4](=[CH:5][C:6]([CH:10]=[N:20][C:18]3[CH:17]=[CH:16][N:15]=[C:14]([O:13][CH3:12])[CH:19]=3)=[CH:7][CH:8]=2)[CH:3]=[CH:2]1. (2) Given the reactants [S:1]1[CH:5]=[CH:4][N:3]=[C:2]1[C:6]1[N:11]=[N:10][C:9]([NH2:12])=[N:8][CH:7]=1.CO.[Br:15]Br, predict the reaction product. The product is: [Br:15][C:5]1[S:1][C:2]([C:6]2[N:11]=[N:10][C:9]([NH2:12])=[N:8][CH:7]=2)=[N:3][CH:4]=1. (3) Given the reactants [NH2:1][C@H:2]1[CH2:7][CH2:6][CH2:5][CH2:4][C@H:3]1[NH:8][C:9]1[N:14]=[C:13]([NH:15][C:16]2[CH:21]=[CH:20][C:19](C3ON=CC=3)=[CH:18][CH:17]=2)[C:12]([C:27]([NH2:29])=[O:28])=[CH:11][N:10]=1.[NH:30]1[C:34](C2C=C(C=CC=2)N)=[CH:33][CH:32]=[N:31]1, predict the reaction product. The product is: [NH:30]1[C:34]([C:18]2[CH:17]=[C:16]([NH:15][C:13]3[C:12]([C:27]([NH2:29])=[O:28])=[CH:11][N:10]=[C:9]([NH:8][C@@H:3]4[CH2:4][CH2:5][CH2:6][CH2:7][C@@H:2]4[NH2:1])[N:14]=3)[CH:21]=[CH:20][CH:19]=2)=[CH:33][CH:32]=[N:31]1.